From a dataset of Reaction yield outcomes from USPTO patents with 853,638 reactions. Predict the reaction yield, written as a fraction of the theoretical maximum amount of product (1.0 means a 100% yield; for example, 0.34 means a 34% yield). (1) The reactants are [ClH:1].[CH3:2][O:3][C:4]1[CH:11]=[C:10]([O:12][CH3:13])[CH:9]=[CH:8][C:5]=1[C:6]#[N:7].[CH2:14]([OH:16])[CH3:15]. No catalyst specified. The product is [ClH:1].[CH3:2][O:3][C:4]1[CH:11]=[C:10]([O:12][CH3:13])[CH:9]=[CH:8][C:5]=1[C:6](=[NH:7])[O:16][CH2:14][CH3:15]. The yield is 0.570. (2) The reactants are [CH2:1]([O:3][C:4](=[O:20])[CH2:5][C@H:6]1[C:14]2[C:9](=[CH:10][C:11]([O:15][CH2:16][CH2:17][CH2:18]Br)=[CH:12][CH:13]=2)[CH2:8][CH2:7]1)[CH3:2].[CH2:21]([C:23]1[N:24]=[C:25]([C:28]2[CH:33]=[CH:32][C:31]([OH:34])=[C:30]([O:35][CH3:36])[CH:29]=2)[O:26][CH:27]=1)[CH3:22].C([O-])([O-])=O.[Cs+].[Cs+]. The catalyst is CN(C=O)C.O. The product is [CH2:21]([C:23]1[N:24]=[C:25]([C:28]2[CH:33]=[CH:32][C:31]([O:34][CH2:18][CH2:17][CH2:16][O:15][C:11]3[CH:10]=[C:9]4[C:14](=[CH:13][CH:12]=3)[C@H:6]([CH2:5][C:4]([O:3][CH2:1][CH3:2])=[O:20])[CH2:7][CH2:8]4)=[C:30]([O:35][CH3:36])[CH:29]=2)[O:26][CH:27]=1)[CH3:22]. The yield is 0.840. (3) The reactants are C[O:2][C:3]1[CH:4]=[C:5]2[C:10](=[CH:11][C:12]=1[CH3:13])[N:9]=[CH:8][CH:7]=[CH:6]2.[OH-].[Na+].C(=O)([O-])O.[Na+]. The catalyst is Br(O)(=O)=O. The product is [OH:2][C:3]1[CH:4]=[C:5]2[C:10](=[CH:11][C:12]=1[CH3:13])[N:9]=[CH:8][CH:7]=[CH:6]2. The yield is 0.470. (4) The reactants are [O:1]([C:8]1[CH:13]=[CH:12][C:11]([NH:14][C:15]2[N:20]=[CH:19][N:18]=[C:17]([NH:21][C:22]3[CH:23]=[C:24]([CH:29]=[CH:30][CH:31]=3)[C:25]([O:27]C)=[O:26])[CH:16]=2)=[CH:10][CH:9]=1)[C:2]1[CH:7]=[CH:6][CH:5]=[CH:4][CH:3]=1.[Li+].[OH-]. The catalyst is CO.C1COCC1.O. The product is [O:1]([C:8]1[CH:9]=[CH:10][C:11]([NH:14][C:15]2[N:20]=[CH:19][N:18]=[C:17]([NH:21][C:22]3[CH:23]=[C:24]([CH:29]=[CH:30][CH:31]=3)[C:25]([OH:27])=[O:26])[CH:16]=2)=[CH:12][CH:13]=1)[C:2]1[CH:3]=[CH:4][CH:5]=[CH:6][CH:7]=1. The yield is 0.690. (5) The reactants are [CH2:1]([C:6]([CH:11]([CH3:13])[CH3:12])([CH2:9][OH:10])[CH2:7][OH:8])[CH2:2][CH:3]([CH3:5])[CH3:4].N1C=CC=CC=1.[C:20](Cl)(=[O:27])[C:21]1[CH:26]=[CH:25][CH:24]=[CH:23][CH:22]=1.[C:29](Cl)(=[O:32])[CH2:30][CH3:31]. The catalyst is O.O1CCCC1. The product is [C:29]([O:8][CH2:7][C:6]([CH2:1][CH2:2][CH:3]([CH3:5])[CH3:4])([CH:11]([CH3:13])[CH3:12])[CH2:9][O:10][C:20](=[O:27])[C:21]1[CH:26]=[CH:25][CH:24]=[CH:23][CH:22]=1)(=[O:32])[CH2:30][CH3:31]. The yield is 0.910.